This data is from Peptide-MHC class II binding affinity with 134,281 pairs from IEDB. The task is: Regression. Given a peptide amino acid sequence and an MHC pseudo amino acid sequence, predict their binding affinity value. This is MHC class II binding data. (1) The peptide sequence is AFILDGDNLFPKC. The MHC is HLA-DQA10501-DQB10201 with pseudo-sequence HLA-DQA10501-DQB10201. The binding affinity (normalized) is 0.767. (2) The peptide sequence is EKKYFAATQSEPLAA. The MHC is DRB1_1602 with pseudo-sequence DRB1_1602. The binding affinity (normalized) is 0.801. (3) The peptide sequence is SELPDFLAKKGGEAM. The MHC is HLA-DQA10501-DQB10302 with pseudo-sequence HLA-DQA10501-DQB10302. The binding affinity (normalized) is 0.257. (4) The peptide sequence is QAYAATVAAAPQVKY. The MHC is HLA-DPA10201-DPB10101 with pseudo-sequence HLA-DPA10201-DPB10101. The binding affinity (normalized) is 0.0979.